This data is from Forward reaction prediction with 1.9M reactions from USPTO patents (1976-2016). The task is: Predict the product of the given reaction. Given the reactants [Br:1]N1C(=O)CCC1=O.N(C(C)(C)C#N)=NC(C)(C)C#N.[CH2:21]([C:24]1[CH:29]=[CH:28][CH:27]=[CH:26][N:25]=1)[CH2:22][CH3:23], predict the reaction product. The product is: [Br:1][CH:21]([C:24]1[CH:29]=[CH:28][CH:27]=[CH:26][N:25]=1)[CH2:22][CH3:23].